Predict the reactants needed to synthesize the given product. From a dataset of Full USPTO retrosynthesis dataset with 1.9M reactions from patents (1976-2016). (1) Given the product [C:8]([C:6]1[C:5]([N+:12]([O-:14])=[O:13])=[CH:4][C:3]([OH:15])=[C:2]([C:17]([CH3:26])([CH3:16])[C:18]([O:24][CH3:25])=[O:19])[CH:7]=1)([CH3:11])([CH3:10])[CH3:9], predict the reactants needed to synthesize it. The reactants are: Br[C:2]1[CH:7]=[C:6]([C:8]([CH3:11])([CH3:10])[CH3:9])[C:5]([N+:12]([O-:14])=[O:13])=[CH:4][C:3]=1[OH:15].[CH3:16]/[C:17](/[CH3:26])=[C:18](/[O:24][CH3:25])\[O:19][Si](C)(C)C.CN(C)C=O. (2) Given the product [CH3:1][CH2:2][CH2:3][N:4]([C@@H:12]1[CH2:17][C:16]2[CH:18]=[CH:19][CH:20]=[C:21]([OH:22])[C:15]=2[CH2:14][CH2:13]1)[CH2:5][CH2:6][C:7]1[S:11][CH:10]=[CH:9][CH:8]=1, predict the reactants needed to synthesize it. The reactants are: [CH3:1][CH2:2][CH2:3][N:4]([C@@H:12]1[CH2:17][C:16]2[CH:18]=[CH:19][CH:20]=[C:21]([OH:22])[C:15]=2[CH2:14][CH2:13]1)[CH2:5][CH2:6][C:7]1[S:11][CH:10]=[CH:9][CH:8]=1.Cl.ClCCl.O.C(=O)(O)[O-].[Na+]. (3) Given the product [CH3:30][CH:26]1[CH2:27][CH2:28][CH2:29][N:25]1[C:21]1[N:20]=[C:19]([NH:18][C:11]2[C:12]3[N:13]([CH:15]=[CH:16][N:17]=3)[N:14]=[C:9]([C:5]3[CH:4]=[C:3]([CH:8]=[CH:7][CH:6]=3)[CH2:2][NH:1][CH:32]3[CH2:37][CH2:36][N:35]([C:38]([O:40][C:41]([CH3:44])([CH3:43])[CH3:42])=[O:39])[CH2:34][CH2:33]3)[CH:10]=2)[CH:24]=[CH:23][CH:22]=1, predict the reactants needed to synthesize it. The reactants are: [NH2:1][CH2:2][C:3]1[CH:4]=[C:5]([C:9]2[CH:10]=[C:11]([NH:18][C:19]3[CH:24]=[CH:23][CH:22]=[C:21]([N:25]4[CH2:29][CH2:28][CH2:27][CH:26]4[CH3:30])[N:20]=3)[C:12]3[N:13]([CH:15]=[CH:16][N:17]=3)[N:14]=2)[CH:6]=[CH:7][CH:8]=1.O=[C:32]1[CH2:37][CH2:36][N:35]([C:38]([O:40][C:41]([CH3:44])([CH3:43])[CH3:42])=[O:39])[CH2:34][CH2:33]1.[BH-](OC(C)=O)(OC(C)=O)OC(C)=O.[Na+].CC(O)=O. (4) The reactants are: [CH3:1][O:2][C:3](=[O:31])[CH2:4][O:5][C:6]1[CH:15]=[CH:14][C:13]([F:16])=[C:12]2[C:7]=1[C:8]([O:27][CH:28]([F:30])[F:29])=[C:9]([CH2:19][C:20]1[CH:25]=[CH:24][C:23]([NH2:26])=[CH:22][CH:21]=1)[C:10]([CH2:17][CH3:18])=[N:11]2.N1C=CC=CC=1.[CH2:38]([S:40](Cl)(=[O:42])=[O:41])[CH3:39].C(O)(=O)C. Given the product [CH3:1][O:2][C:3](=[O:31])[CH2:4][O:5][C:6]1[CH:15]=[CH:14][C:13]([F:16])=[C:12]2[C:7]=1[C:8]([O:27][CH:28]([F:29])[F:30])=[C:9]([CH2:19][C:20]1[CH:21]=[CH:22][C:23]([NH:26][S:40]([CH2:38][CH3:39])(=[O:42])=[O:41])=[CH:24][CH:25]=1)[C:10]([CH2:17][CH3:18])=[N:11]2, predict the reactants needed to synthesize it.